This data is from Forward reaction prediction with 1.9M reactions from USPTO patents (1976-2016). The task is: Predict the product of the given reaction. (1) Given the reactants [CH3:1][C:2]([C:5]1[C:10]([C:11]2[CH:16]=[C:15]([O:17][CH3:18])[CH:14]=[CH:13][C:12]=2[F:19])=[CH:9][C:8]([CH2:20][O:21][C:22]2[CH:27]=[CH:26][C:25]([C@H:28]([CH2:34][CH2:35][CH2:36][O:37][CH3:38])[CH2:29][C:30]([O:32]C)=[O:31])=[CH:24][CH:23]=2)=[CH:7][CH:6]=1)([CH3:4])[CH3:3].[OH-].[Li+], predict the reaction product. The product is: [CH3:4][C:2]([C:5]1[C:10]([C:11]2[CH:16]=[C:15]([O:17][CH3:18])[CH:14]=[CH:13][C:12]=2[F:19])=[CH:9][C:8]([CH2:20][O:21][C:22]2[CH:23]=[CH:24][C:25]([C@H:28]([CH2:34][CH2:35][CH2:36][O:37][CH3:38])[CH2:29][C:30]([OH:32])=[O:31])=[CH:26][CH:27]=2)=[CH:7][CH:6]=1)([CH3:1])[CH3:3]. (2) Given the reactants [C:1]1([CH2:17]O)[C:14]2[C:15]3=[C:16]4[C:11](=[CH:12][CH:13]=2)[CH:10]=[CH:9][CH:8]=[C:7]4[CH:6]=[CH:5][C:4]3=[CH:3][CH:2]=1.N1C=CC=CC=1.O=S(Cl)[Cl:27].O, predict the reaction product. The product is: [Cl:27][CH2:17][C:1]1[C:14]2[C:15]3=[C:16]4[C:11](=[CH:12][CH:13]=2)[CH:10]=[CH:9][CH:8]=[C:7]4[CH:6]=[CH:5][C:4]3=[CH:3][CH:2]=1. (3) Given the reactants [OH:1][C:2]1[CH:7]=[C:6]([CH2:8][NH:9][CH:10]=[C:11]2[C:20]3[C:15](=[CH:16][CH:17]=[C:18]([I:21])[CH:19]=3)[C:14](=[O:22])[NH:13][C:12]2=[O:23])[CH:5]=[CH:4][C:3]=1C1C=CC=CC=1.IC1C=C2C(=CC=1)C(=O)N[C:35](=O)[C:34]2=[CH:43][O:44][CH3:45].NCC1C=C(O)C=CC=1C1OC=CC=1, predict the reaction product. The product is: [O:44]1[CH:43]=[CH:34][CH:35]=[C:45]1[C:5]1[CH:4]=[CH:3][C:2]([OH:1])=[CH:7][C:6]=1[CH2:8][NH:9][CH:10]=[C:11]1[C:20]2[C:15](=[CH:16][CH:17]=[C:18]([I:21])[CH:19]=2)[C:14](=[O:22])[NH:13][C:12]1=[O:23]. (4) Given the reactants [CH2:1]([O:8][C:9]([N:11]([CH3:23])[CH2:12][CH2:13][N:14]1[CH2:19][CH2:18][CH2:17][CH2:16][C@H:15]1[C:20]([OH:22])=O)=[O:10])[C:2]1[CH:7]=[CH:6][CH:5]=[CH:4][CH:3]=1.[CH3:24][O:25][CH2:26][CH2:27][O:28][CH2:29][CH2:30][O:31][CH2:32][CH2:33][O:34][CH2:35][CH2:36][O:37][CH2:38][CH2:39][O:40][CH2:41][CH2:42][O:43][CH2:44][CH2:45][O:46][CH2:47][CH2:48][NH2:49].CCN(C(C)C)C(C)C.CN(C(ON1N=NC2C=CC=NC1=2)=[N+](C)C)C.F[P-](F)(F)(F)(F)F, predict the reaction product. The product is: [CH3:24][O:25][CH2:26][CH2:27][O:28][CH2:29][CH2:30][O:31][CH2:32][CH2:33][O:34][CH2:35][CH2:36][O:37][CH2:38][CH2:39][O:40][CH2:41][CH2:42][O:43][CH2:44][CH2:45][O:46][CH2:47][CH2:48][NH:49][C:20]([C@@H:15]1[CH2:16][CH2:17][CH2:18][CH2:19][N:14]1[CH2:13][CH2:12][N:11]([CH3:23])[C:9](=[O:10])[O:8][CH2:1][C:2]1[CH:3]=[CH:4][CH:5]=[CH:6][CH:7]=1)=[O:22]. (5) Given the reactants [NH2:1][C:2]1[O:3][CH2:4][C:5]2([N:23]=1)[C@@H:18]1[C@H:13]([CH2:14][CH2:15][C:16]([CH2:20][CH3:21])([OH:19])[CH2:17]1)[O:12][C:11]1[C:6]2=[CH:7][C:8](Br)=[CH:9][CH:10]=1.[Cl:24][C:25]1[CH:26]=[C:27](B(O)O)[CH:28]=[N:29][CH:30]=1.C([O-])([O-])=O.[Na+].[Na+], predict the reaction product. The product is: [NH2:1][C:2]1[O:3][CH2:4][C@:5]2([N:23]=1)[C@@H:18]1[C@H:13]([CH2:14][CH2:15][C:16]([CH2:20][CH3:21])([OH:19])[CH2:17]1)[O:12][C:11]1[C:6]2=[CH:7][C:8]([C:27]2[CH:28]=[N:29][CH:30]=[C:25]([Cl:24])[CH:26]=2)=[CH:9][CH:10]=1.[NH2:1][C:2]1[O:3][CH2:4][C@@:5]2([N:23]=1)[C@@H:18]1[C@H:13]([CH2:14][CH2:15][C:16]([CH2:20][CH3:21])([OH:19])[CH2:17]1)[O:12][C:11]1[C:6]2=[CH:7][C:8]([C:27]2[CH:28]=[N:29][CH:30]=[C:25]([Cl:24])[CH:26]=2)=[CH:9][CH:10]=1.